From a dataset of Forward reaction prediction with 1.9M reactions from USPTO patents (1976-2016). Predict the product of the given reaction. (1) Given the reactants [C:1](=O)([O-])O.[Na+].[S:6]=[C:7]1[NH:12][C:11]2[CH:13]=[CH:14][NH:15][C:10]=2[C:9](=[O:16])[N:8]1[C:17]1[CH:22]=[CH:21][C:20]([O:23][CH2:24][C:25]([F:28])([F:27])[F:26])=[CH:19][CH:18]=1.IC.CN(C)C=O, predict the reaction product. The product is: [CH3:1][S:6][C:7]1[N:8]([C:17]2[CH:18]=[CH:19][C:20]([O:23][CH2:24][C:25]([F:28])([F:27])[F:26])=[CH:21][CH:22]=2)[C:9](=[O:16])[C:10]2[NH:15][CH:14]=[CH:13][C:11]=2[N:12]=1. (2) Given the reactants [Br:1][C:2]1[CH:7]=[CH:6][C:5]([C:8]2[N:12]3[CH2:13][CH2:14][CH2:15][CH2:16][CH:11]3[CH2:10][N:9]=2)=[CH:4][CH:3]=1.[Mn]([O-])([O-])(=O)=O.[Ba+2], predict the reaction product. The product is: [Br:1][C:2]1[CH:3]=[CH:4][C:5]([C:8]2[N:12]3[CH2:13][CH2:14][CH2:15][CH2:16][C:11]3=[CH:10][N:9]=2)=[CH:6][CH:7]=1. (3) Given the reactants [C:1]([O:5][C:6](=[O:21])[CH2:7][CH2:8][NH:9][CH2:10][C:11]1[C:12]([Cl:20])=[N:13][C:14]([C:17](=O)[CH3:18])=[CH:15][CH:16]=1)([CH3:4])([CH3:3])[CH3:2].Cl[C:23]1[CH:31]=[CH:30][C:26]([CH2:27][O:28][NH2:29])=[CH:25][C:24]=1[C:32]([F:35])([F:34])[F:33].[C:36](O)(=O)[CH3:37], predict the reaction product. The product is: [C:1]([O:5][C:6](=[O:21])[CH2:7][CH2:8][NH:9][CH2:10][C:11]1[C:12]([Cl:20])=[N:13][C:14]([C:17](=[N:29][O:28][CH2:27][C:26]2[CH:30]=[CH:31][C:23]([CH:37]3[CH2:36][CH2:15][CH2:16][CH2:11][CH2:10]3)=[C:24]([C:32]([F:35])([F:34])[F:33])[CH:25]=2)[CH3:18])=[CH:15][CH:16]=1)([CH3:4])([CH3:3])[CH3:2]. (4) The product is: [C:22]([C:26]1[CH:36]=[CH:35][C:29]([O:30][CH2:31][C@H:32]([OH:33])[CH2:34][N:1]2[CH2:2][CH2:3][C:4]3([O:11][C:10]4[C:12]5[C:17]([C:18](=[O:21])[C:19](=[O:20])[C:9]=4[S:8][CH2:7]3)=[CH:16][CH:15]=[CH:14][CH:13]=5)[CH2:5][CH2:6]2)=[CH:28][CH:27]=1)([CH3:23])([CH3:24])[CH3:25]. Given the reactants [NH:1]1[CH2:6][CH2:5][C:4]2([O:11][C:10]3[C:12]4[C:17]([C:18](=[O:21])[C:19](=[O:20])[C:9]=3[S:8][CH2:7]2)=[CH:16][CH:15]=[CH:14][CH:13]=4)[CH2:3][CH2:2]1.[C:22]([C:26]1[CH:36]=[CH:35][C:29]([O:30][CH2:31][C@H:32]2[CH2:34][O:33]2)=[CH:28][CH:27]=1)([CH3:25])([CH3:24])[CH3:23], predict the reaction product.